From a dataset of TCR-epitope binding with 47,182 pairs between 192 epitopes and 23,139 TCRs. Binary Classification. Given a T-cell receptor sequence (or CDR3 region) and an epitope sequence, predict whether binding occurs between them. (1) The epitope is IVDTVSALV. The TCR CDR3 sequence is CASSYLGAGQPQHF. Result: 1 (the TCR binds to the epitope). (2) The epitope is SLVKPSFYV. The TCR CDR3 sequence is CASSLRLAGDYQETQYF. Result: 0 (the TCR does not bind to the epitope). (3) The epitope is NLNESLIDL. The TCR CDR3 sequence is CASSWGTGDYEQYF. Result: 1 (the TCR binds to the epitope). (4) The epitope is FLPRVFSAV. The TCR CDR3 sequence is CASSQDLGGGNSPLHF. Result: 1 (the TCR binds to the epitope). (5) Result: 0 (the TCR does not bind to the epitope). The epitope is KLNVGDYFV. The TCR CDR3 sequence is CASSQGDGYEQYF.